Dataset: Full USPTO retrosynthesis dataset with 1.9M reactions from patents (1976-2016). Task: Predict the reactants needed to synthesize the given product. (1) Given the product [CH2:1]([O:5][C:6]1([OH:34])[CH:11]=[CH:10][C:9]([C:12]2[CH2:17][CH2:16][CH:15]([C:18]3[CH:23]=[CH:22][CH:21]=[C:20]([F:24])[C:19]=3[F:25])[CH2:14][CH:13]=2)=[C:8]([F:26])[CH:7]1[F:27])[CH2:2][CH2:3][CH3:4], predict the reactants needed to synthesize it. The reactants are: [CH2:1]([O:5][C:6]1[CH:11]=[CH:10][C:9]([C:12]2[CH2:17][CH2:16][CH:15]([C:18]3[CH:23]=[CH:22][CH:21]=[C:20]([F:24])[C:19]=3[F:25])[CH2:14][CH:13]=2)=[C:8]([F:26])[C:7]=1[F:27])[CH2:2][CH2:3][CH3:4].C([Li])(CC)C.B(OC)(OC)[O:34]C.Cl. (2) The reactants are: [Br:1][C:2]1[CH:3]=[C:4]([C:9](=[C:15]2[CH2:18][N:17]([CH:19]([C:26]3[CH:31]=[CH:30][CH:29]=[CH:28][CH:27]=3)[C:20]3[CH:25]=[CH:24][CH:23]=[CH:22][CH:21]=3)[CH2:16]2)[C:10]([O:12][CH2:13][CH3:14])=[O:11])[CH:5]=[C:6]([F:8])[CH:7]=1. Given the product [CH2:13]([O:12][C:10](=[O:11])[CH:9]([C:4]1[CH:5]=[C:6]([F:8])[CH:7]=[C:2]([Br:1])[CH:3]=1)[CH:15]1[CH2:18][N:17]([CH:19]([C:26]2[CH:31]=[CH:30][CH:29]=[CH:28][CH:27]=2)[C:20]2[CH:21]=[CH:22][CH:23]=[CH:24][CH:25]=2)[CH2:16]1)[CH3:14], predict the reactants needed to synthesize it. (3) Given the product [Cl:21][C:10]1[C:11]([S:17](=[O:19])(=[O:18])[NH2:20])=[CH:12][C:13]([C:14]([O:16][CH2:22][CH2:23][OH:24])=[O:15])=[C:8]([NH:7][CH2:6][C:3]2[O:4][CH:5]=[CH:1][CH:2]=2)[CH:9]=1, predict the reactants needed to synthesize it. The reactants are: [CH:1]1[CH:2]=[C:3]([CH2:6][NH:7][C:8]2[C:13]([C:14]([OH:16])=[O:15])=[CH:12][C:11]([S:17]([NH2:20])(=[O:19])=[O:18])=[C:10]([Cl:21])[CH:9]=2)[O:4][CH:5]=1.[CH2:22](O)[CH2:23][OH:24].CN(C=O)C.CCN=C=NCCCN(C)C. (4) Given the product [CH:2]([S:4][C:6]1[CH:14]=[CH:13][C:12]([N+:15]([O-:17])=[O:16])=[CH:11][C:7]=1[C:8]([OH:10])=[O:9])([CH3:3])[CH3:1], predict the reactants needed to synthesize it. The reactants are: [CH3:1][CH:2]([SH:4])[CH3:3].F[C:6]1[CH:14]=[CH:13][C:12]([N+:15]([O-:17])=[O:16])=[CH:11][C:7]=1[C:8]([OH:10])=[O:9].C(N(CC)CC)C. (5) Given the product [CH:1]1[C:6]2=[N:7][S:8][N:9]=[C:5]2[C:4]([NH:10][C:11]2[NH:15][CH2:14][CH2:13][N:12]=2)=[C:3]([Cl:16])[CH:2]=1.[C:17]([O-:21])(=[O:20])[CH2:18][CH3:19], predict the reactants needed to synthesize it. The reactants are: [CH:1]1[C:6]2=[N:7][S:8][N:9]=[C:5]2[C:4]([NH:10][C:11]2[NH:15][CH2:14][CH2:13][N:12]=2)=[C:3]([Cl:16])[CH:2]=1.[C:17]([OH:21])(=[O:20])[CH2:18][CH3:19]. (6) Given the product [NH2:17][C:18]1[CH:23]=[CH:22][C:21]([O:24][C:2]2[C:3]([CH:8]3[CH2:13][CH2:12][N:11]([C:14](=[O:16])[CH3:15])[CH2:10][CH2:9]3)=[N:4][CH:5]=[CH:6][N:7]=2)=[CH:20][CH:19]=1, predict the reactants needed to synthesize it. The reactants are: F[C:2]1[C:3]([CH:8]2[CH2:13][CH2:12][N:11]([C:14](=[O:16])[CH3:15])[CH2:10][CH2:9]2)=[N:4][CH:5]=[CH:6][N:7]=1.[NH2:17][C:18]1[CH:23]=[CH:22][C:21]([OH:24])=[CH:20][CH:19]=1.C(=O)([O-])[O-].[Cs+].[Cs+].CN1CCCC1=O.